Dataset: CYP3A4 inhibition data for predicting drug metabolism from PubChem BioAssay. Task: Regression/Classification. Given a drug SMILES string, predict its absorption, distribution, metabolism, or excretion properties. Task type varies by dataset: regression for continuous measurements (e.g., permeability, clearance, half-life) or binary classification for categorical outcomes (e.g., BBB penetration, CYP inhibition). Dataset: cyp3a4_veith. (1) The compound is COc1ccc2[nH]cc(CCNc3ncnc4ccc(-c5cccc(C#N)c5)cc34)c2c1. The result is 1 (inhibitor). (2) The molecule is CCc1c2c(nc3ccc(OC)cc13)OC(CC)C2. The result is 1 (inhibitor). (3) The compound is COc1ccccc1OCCOc1ccc(/C=C2/C(=N)N3OC(C)=CC3=NC2=O)cc1OC. The result is 0 (non-inhibitor). (4) The compound is O=C(CCCCn1c(=O)c2ccccc2n(CC(=O)NC2CCCC2)c1=O)NC1CCCC1. The result is 1 (inhibitor).